Dataset: Catalyst prediction with 721,799 reactions and 888 catalyst types from USPTO. Task: Predict which catalyst facilitates the given reaction. (1) Reactant: N#N.[Br:3][C:4]1[S:5][C:6]([CH:9]=[O:10])=[CH:7][N:8]=1.[CH3:11][Al](C)C.[NH4+].[Cl-].Cl. Product: [Br:3][C:4]1[S:5][C:6]([CH:9]([OH:10])[CH3:11])=[CH:7][N:8]=1. The catalyst class is: 390. (2) Reactant: [Cl:1][C:2]1[C:7]([Cl:8])=[C:6]([C:9]2[S:13][C:12]([C:14]3[O:15][C:16]([CH2:19][C:20]([OH:23])([CH3:22])[CH3:21])=[N:17][N:18]=3)=[N:11][C:10]=2[CH2:24][OH:25])[CH:5]=[CH:4][C:3]=1[S:26]([NH:29][C@@H:30]([CH3:35])[C:31]([F:34])([F:33])[F:32])(=[O:28])=[O:27].CC1(C)N([O])C(C)(C)CCC1.C(O)(=[O:49])C.C(O)(=O)C.IC1C=CC=CC=1.CC#N. Product: [Cl:8][C:7]1[C:2]([Cl:1])=[C:3]([S:26](=[O:28])(=[O:27])[NH:29][C@@H:30]([CH3:35])[C:31]([F:32])([F:33])[F:34])[CH:4]=[CH:5][C:6]=1[C:9]1[S:13][C:12]([C:14]2[O:15][C:16]([CH2:19][C:20]([OH:23])([CH3:22])[CH3:21])=[N:17][N:18]=2)=[N:11][C:10]=1[C:24]([OH:49])=[O:25]. The catalyst class is: 6. (3) Reactant: [NH2:1][C:2]1[CH:7]=[CH:6][CH:5]=[CH:4][C:3]=1[CH:8]1[C:17]([CH3:19])([CH3:18])[CH2:16][C:15]2[C:10](=[CH:11][CH:12]=[C:13]([C:20]([O:22][CH3:23])=[O:21])[CH:14]=2)[NH:9]1.[CH:24]1([C:27](O)=[O:28])[CH2:26][CH2:25]1.C(N(CC)C(C)C)(C)C.P(Cl)(Cl)(Cl)=O. Product: [CH:24]1([C:27]([NH:1][C:2]2[CH:7]=[CH:6][CH:5]=[CH:4][C:3]=2[CH:8]2[C:17]([CH3:18])([CH3:19])[CH2:16][C:15]3[C:10](=[CH:11][CH:12]=[C:13]([C:20]([O:22][CH3:23])=[O:21])[CH:14]=3)[NH:9]2)=[O:28])[CH2:26][CH2:25]1. The catalyst class is: 4. (4) Reactant: [N+:1]([C:4]1[CH:5]=[C:6]2[C:10](=[CH:11][CH:12]=1)[NH:9][CH2:8][CH2:7]2)([O-:3])=[O:2].[C:13](O[C:13]([O:15][C:16]([CH3:19])([CH3:18])[CH3:17])=[O:14])([O:15][C:16]([CH3:19])([CH3:18])[CH3:17])=[O:14].C(N(CC)CC)C. Product: [C:16]([O:15][C:13]([N:9]1[C:10]2[C:6](=[CH:5][C:4]([N+:1]([O-:3])=[O:2])=[CH:12][CH:11]=2)[CH2:7][CH2:8]1)=[O:14])([CH3:19])([CH3:18])[CH3:17]. The catalyst class is: 119.